Dataset: Catalyst prediction with 721,799 reactions and 888 catalyst types from USPTO. Task: Predict which catalyst facilitates the given reaction. (1) Reactant: [F:1][C:2]1[C:7]([C:8]2[C:9](=[O:34])[NH:10][C:11](=[O:33])[N:12]([CH2:14][CH2:15][CH2:16][N:17]3[CH2:22][C@H:21]4[C@:19]([C:23]5[CH:28]=[CH:27][C:26]([C:29]([F:32])([F:31])[F:30])=[CH:25][CH:24]=5)([CH2:20]4)[CH2:18]3)[CH:13]=2)=[CH:6][C:5]([CH3:35])=[CH:4][N:3]=1.[ClH:36]. Product: [ClH:36].[ClH:36].[F:1][C:2]1[C:7]([C:8]2[C:9](=[O:34])[NH:10][C:11](=[O:33])[N:12]([CH2:14][CH2:15][CH2:16][N:17]3[CH2:22][C@H:21]4[C@:19]([C:23]5[CH:28]=[CH:27][C:26]([C:29]([F:32])([F:31])[F:30])=[CH:25][CH:24]=5)([CH2:20]4)[CH2:18]3)[CH:13]=2)=[CH:6][C:5]([CH3:35])=[CH:4][N:3]=1. The catalyst class is: 12. (2) Reactant: [CH2:1]([O:3][C:4]1[C:5]([OH:13])=[C:6]([C:9]([F:12])=[CH:10][CH:11]=1)[CH:7]=[O:8])[CH3:2].N1C=CC=CC=1.[S:20](O[S:20]([C:23]([F:26])([F:25])[F:24])(=[O:22])=[O:21])([C:23]([F:26])([F:25])[F:24])(=[O:22])=[O:21]. Product: [CH2:1]([O:3][C:4]1[C:5]([O:13][S:20]([C:23]([F:26])([F:25])[F:24])(=[O:22])=[O:21])=[C:6]([CH:7]=[O:8])[C:9]([F:12])=[CH:10][CH:11]=1)[CH3:2]. The catalyst class is: 2. (3) Reactant: [F:1][C:2]1([F:33])[O:6][C:5]2[CH:7]=[CH:8][C:9]([C:11]3([C:14]([NH:16][C:17]4[CH:22]=[CH:21][C:20]([CH3:23])=[C:19](B5OC(C)(C)C(C)(C)O5)[CH:18]=4)=[O:15])[CH2:13][CH2:12]3)=[CH:10][C:4]=2[O:3]1.Br[C:35]1[CH:36]=[CH:37][C:38]2[S:42](=[O:44])(=[O:43])[NH:41][C:40](=[O:45])[C:39]=2[CH:46]=1.C([O-])([O-])=O.[Na+].[Na+]. Product: [F:1][C:2]1([F:33])[O:6][C:5]2[CH:7]=[CH:8][C:9]([C:11]3([C:14]([NH:16][C:17]4[CH:22]=[CH:21][C:20]([CH3:23])=[C:19]([C:35]5[CH:36]=[CH:37][C:38]6[S:42](=[O:44])(=[O:43])[NH:41][C:40](=[O:45])[C:39]=6[CH:46]=5)[CH:18]=4)=[O:15])[CH2:13][CH2:12]3)=[CH:10][C:4]=2[O:3]1. The catalyst class is: 431. (4) Reactant: [C:1]([O:7][CH2:8][C@H:9]([C:15]1[C:16](Br)=[C:17]2[C:22](=[CH:23][C:24]=1[CH3:25])[N:21]=[C:20]([CH3:26])[CH:19]=[CH:18]2)[O:10][C:11]([CH3:14])([CH3:13])[CH3:12])(=[O:6])[C:2]([CH3:5])([CH3:4])[CH3:3].[Cl:28][C:29]1[CH:34]=[CH:33][C:32](B(O)O)=[CH:31][CH:30]=1.C([O-])([O-])=O.[K+].[K+]. Product: [C:1]([O:7][CH2:8][C@@H:9]([O:10][C:11]([CH3:14])([CH3:13])[CH3:12])[C:15]1[C:16]([C:32]2[CH:33]=[CH:34][C:29]([Cl:28])=[CH:30][CH:31]=2)=[C:17]2[C:22](=[CH:23][C:24]=1[CH3:25])[N:21]=[C:20]([CH3:26])[CH:19]=[CH:18]2)(=[O:6])[C:2]([CH3:5])([CH3:4])[CH3:3]. The catalyst class is: 104. (5) Reactant: B(Br)(Br)Br.[Br:5][C:6]1[C:7]([CH3:19])=[C:8]([C:14]([O:17]C)=[CH:15][CH:16]=1)[C:9]([O:11][CH2:12][CH3:13])=[O:10]. Product: [Br:5][C:6]1[C:7]([CH3:19])=[C:8]([C:14]([OH:17])=[CH:15][CH:16]=1)[C:9]([O:11][CH2:12][CH3:13])=[O:10]. The catalyst class is: 2. (6) Reactant: [NH2:1][C:2]1[CH:10]=[CH:9][C:5]([C:6]([OH:8])=[O:7])=[CH:4][C:3]=1[O:11][CH3:12].[F:13][C:14]1([F:20])[CH2:17][CH:16]([CH:18]=O)[CH2:15]1.C(O[BH-](OC(=O)C)OC(=O)C)(=O)C.[Na+].C(O)(=O)C.C(O)(C(F)(F)F)=O.[OH-].[Na+]. Product: [F:13][C:14]1([F:20])[CH2:17][CH:16]([CH2:18][NH:1][C:2]2[CH:10]=[CH:9][C:5]([C:6]([OH:8])=[O:7])=[CH:4][C:3]=2[O:11][CH3:12])[CH2:15]1. The catalyst class is: 279. (7) Reactant: [Cl:1][C:2]1[CH:3]=[C:4]([C@H:9]2[CH2:14][N:13](C(=O)[C@H](OC)C3C=CC=CC=3)[CH2:12][CH2:11][O:10]2)[CH:5]=[C:6]([Cl:8])[CH:7]=1.[Li+].[B-](CC)(CC)CC.Cl. Product: [Cl:8][C:6]1[CH:5]=[C:4]([C@@H:9]2[O:10][CH2:11][CH2:12][NH:13][CH2:14]2)[CH:3]=[C:2]([Cl:1])[CH:7]=1. The catalyst class is: 1. (8) Reactant: C[O:2][C:3]([C@H:5]1[CH2:10][CH2:9][C@H:8]([O:11][C:12]2[CH:17]=[CH:16][C:15]([F:18])=[CH:14][CH:13]=2)[CH2:7][CH2:6]1)=O.O.[NH2:20][NH2:21]. Product: [F:18][C:15]1[CH:16]=[CH:17][C:12]([O:11][C@H:8]2[CH2:9][CH2:10][C@H:5]([C:3]([NH:20][NH2:21])=[O:2])[CH2:6][CH2:7]2)=[CH:13][CH:14]=1. The catalyst class is: 11. (9) Reactant: [C:1]([S:5][C:6]1[CH:11]=[CH:10][C:9](B2OC(C)(C)C(C)(C)O2)=[CH:8][CH:7]=1)([CH3:4])([CH3:3])[CH3:2].[Br:21][C:22]1[CH:27]=[CH:26][C:25](Br)=[CH:24][CH:23]=1.C(=O)([O-])[O-].[Na+].[Na+]. Product: [C:1]([S:5][C:6]1[CH:7]=[CH:8][C:9]([C:25]2[CH:26]=[CH:27][C:22]([Br:21])=[CH:23][CH:24]=2)=[CH:10][CH:11]=1)([CH3:2])([CH3:3])[CH3:4]. The catalyst class is: 206.